Dataset: M1 muscarinic receptor antagonist screen with 61,756 compounds. Task: Binary Classification. Given a drug SMILES string, predict its activity (active/inactive) in a high-throughput screening assay against a specified biological target. (1) The molecule is S(=O)(=O)(N(Cc1occc1)Cc1ncccc1)c1cc(c(n2nnnc2)cc1)C. The result is 0 (inactive). (2) The compound is O=C(N1CCN(CC1)Cc1c(OC)cccc1)COc1cc(ccc1)C. The result is 0 (inactive). (3) The compound is o1c(c(c2onc(n2)c2ccncc2)cc1)C. The result is 0 (inactive). (4) The drug is s1c2c3sc(nc3ccc2nc1NC(=O)CC)C. The result is 0 (inactive). (5) The drug is O1c2cc(Cn3c(c4c(c3C)c(nnc4C)C)C)ccc2OC1. The result is 1 (active).